From a dataset of Catalyst prediction with 721,799 reactions and 888 catalyst types from USPTO. Predict which catalyst facilitates the given reaction. (1) Reactant: [C:9](O[C:9]([O:11][C:12]([CH3:15])([CH3:14])[CH3:13])=[O:10])([O:11][C:12]([CH3:15])([CH3:14])[CH3:13])=[O:10].[N+:16]([C:19]1[CH:20]=[C:21]2[C:25](=[CH:26][CH:27]=1)[NH:24][N:23]=[C:22]2[C:28]1[CH:33]=[CH:32][CH:31]=[CH:30][CH:29]=1)([O-:18])=[O:17].C(N(CC)CC)C.O. Product: [C:12]([O:11][C:9]([N:24]1[C:25]2[C:21](=[CH:20][C:19]([N+:16]([O-:18])=[O:17])=[CH:27][CH:26]=2)[C:22]([C:28]2[CH:33]=[CH:32][CH:31]=[CH:30][CH:29]=2)=[N:23]1)=[O:10])([CH3:13])([CH3:14])[CH3:15]. The catalyst class is: 112. (2) Reactant: [CH3:1][O:2][C:3]([CH2:5]P(OC)(OC)=O)=[O:4].[Li][CH2:13]CCC.[OH:17][C:18]1([CH3:25])[CH2:23][CH2:22][C:21](=O)[CH2:20][CH2:19]1. Product: [CH3:1][O:2][C:3](=[O:4])[CH:5]=[C:21]1[CH2:22][CH2:23][C:18]([O:17][CH3:13])([CH3:25])[CH2:19][CH2:20]1. The catalyst class is: 57. (3) Reactant: C([O-])([O-])=O.[K+].[K+].[NH:7]1[CH2:11][CH2:10][CH2:9][CH2:8]1.Br[CH2:13][C:14]1[CH:15]=[C:16]([CH:19]=[CH:20][CH:21]=1)[CH:17]=[O:18]. Product: [N:7]1([CH2:13][C:14]2[CH:15]=[C:16]([CH:19]=[CH:20][CH:21]=2)[CH:17]=[O:18])[CH2:11][CH2:10][CH2:9][CH2:8]1. The catalyst class is: 8. (4) Reactant: [C:1]([C:5]1[CH:10]=[CH:9][C:8]([NH:11][C:12](=[O:23])[C:13]2[CH:18]=[CH:17][C:16]([C:19]([NH2:22])=[N:20][OH:21])=[CH:15][CH:14]=2)=[CH:7][CH:6]=1)([CH3:4])([CH3:3])[CH3:2].Cl[C:25](OCC)=[O:26].O.Cl. Product: [C:1]([C:5]1[CH:6]=[CH:7][C:8]([NH:11][C:12](=[O:23])[C:13]2[CH:18]=[CH:17][C:16]([CH:19]3[NH:22][C:25](=[O:26])[O:21][NH:20]3)=[CH:15][CH:14]=2)=[CH:9][CH:10]=1)([CH3:4])([CH3:2])[CH3:3]. The catalyst class is: 17. (5) Reactant: [C:1]([NH:5][C:6]1[C:7](Cl)=[N:8][C:9]2[C:14]([N:15]=1)=[C:13]([C:16]1[NH:24][C:23]3[CH2:22][CH2:21][NH:20][C:19](=[O:25])[C:18]=3[CH:17]=1)[CH:12]=[CH:11][CH:10]=2)([CH3:4])([CH3:3])[CH3:2].Cl.[NH:28]1[CH2:31][CH:30]([OH:32])[CH2:29]1.C(N(C(C)C)C(C)C)C. Product: [C:1]([NH:5][C:6]1[C:7]([N:28]2[CH2:31][CH:30]([OH:32])[CH2:29]2)=[N:8][C:9]2[C:14]([N:15]=1)=[C:13]([C:16]1[NH:24][C:23]3[CH2:22][CH2:21][NH:20][C:19](=[O:25])[C:18]=3[CH:17]=1)[CH:12]=[CH:11][CH:10]=2)([CH3:4])([CH3:3])[CH3:2]. The catalyst class is: 549.